Task: Regression. Given a peptide amino acid sequence and an MHC pseudo amino acid sequence, predict their binding affinity value. This is MHC class I binding data.. Dataset: Peptide-MHC class I binding affinity with 185,985 pairs from IEDB/IMGT (1) The peptide sequence is SHYSHNPKL. The MHC is HLA-B39:01 with pseudo-sequence HLA-B39:01. The binding affinity (normalized) is 0.500. (2) The binding affinity (normalized) is 1.00. The peptide sequence is LPQYFTFDL. The MHC is HLA-B35:01 with pseudo-sequence HLA-B35:01. (3) The peptide sequence is RLLHRTTRK. The binding affinity (normalized) is 0.756. The MHC is HLA-A03:01 with pseudo-sequence HLA-A03:01.